Dataset: Reaction yield outcomes from USPTO patents with 853,638 reactions. Task: Predict the reaction yield, written as a fraction of the theoretical maximum amount of product (1.0 means a 100% yield; for example, 0.34 means a 34% yield). (1) The reactants are [NH2:1][CH:2]1[CH2:7][CH2:6][N:5]([CH3:8])[CH2:4][CH2:3]1.[CH2:9]([S:11]([C:14]1[CH:15]=[C:16]([C:20]2[C:25]3[C:26]4[CH:32]=[C:31]([CH3:33])[CH:30]=[N:29][C:27]=4[NH:28][C:24]=3[C:23](NCCCN(C)C)=[N:22][CH:21]=2)[CH:17]=[CH:18][CH:19]=1)(=[O:13])=[O:12])[CH3:10]. No catalyst specified. The product is [CH2:9]([S:11]([C:14]1[CH:15]=[C:16]([C:20]2[C:25]3[C:26]4[CH:32]=[C:31]([CH3:33])[CH:30]=[N:29][C:27]=4[NH:28][C:24]=3[C:23]([NH:1][CH:2]3[CH2:7][CH2:6][N:5]([CH3:8])[CH2:4][CH2:3]3)=[N:22][CH:21]=2)[CH:17]=[CH:18][CH:19]=1)(=[O:12])=[O:13])[CH3:10]. The yield is 0.310. (2) The reactants are [CH3:1][O:2][C:3]([NH:5][C@@H:6]([CH:10]([CH3:12])[CH3:11])[C:7]([OH:9])=O)=[O:4].CN(C(ON1N=NC2C=CC=NC1=2)=[N+](C)C)C.F[P-](F)(F)(F)(F)F.CCN(C(C)C)C(C)C.Cl.[F:47][C:48]1([F:94])[CH2:52][NH:51][C@H:50]([C:53]2[NH:54][C:55]([C:58]3[CH:59]=[N:60][C:61]([C:64]4[CH:69]=[CH:68][C:67]([C:70]5[N:71]=[C:72]([C@@H:75]6[CH2:87][N:85]7[C:86]8[CH:78]([C@@H:79]([NH:88][C:89](=[O:92])[O:90][CH3:91])[CH2:80][CH2:81][C:82]=8[CH:83]=[CH:84]7)[C:77](=[O:93])[CH2:76]6)[NH:73][CH:74]=5)=[CH:66][CH:65]=4)=[N:62][CH:63]=3)=[CH:56][N:57]=2)[CH2:49]1. The catalyst is CN(C=O)C. The product is [CH3:91][O:90][C:89](=[O:92])[NH:88][C@@H:79]1[CH:78]2[C:77](=[O:93])[CH2:76][C@H:75]([C:72]3[NH:73][CH:74]=[C:70]([C:67]4[CH:68]=[CH:69][C:64]([C:61]5[N:62]=[CH:63][C:58]([C:55]6[NH:54][C:53]([C@@H:50]7[CH2:49][C:48]([F:47])([F:94])[CH2:52][N:51]7[C:7](=[O:9])[CH:6]([NH:5][C:3]([O:2][CH3:1])=[O:4])[CH:10]([CH3:12])[CH3:11])=[N:57][CH:56]=6)=[CH:59][N:60]=5)=[CH:65][CH:66]=4)[N:71]=3)[CH2:87][N:85]3[C:86]2=[C:82]([CH:83]=[CH:84]3)[CH2:81][CH2:80]1. The yield is 0.669. (3) The product is [CH2:17]([N:16]([CH2:19][CH3:20])[C:14]([C:4]1[CH:3]=[C:2]([C:26]2[CH:27]=[CH:28][C:23]([O:22][CH3:21])=[CH:24][CH:25]=2)[C:11]2[C:6](=[CH:7][CH:8]=[CH:9][CH:10]=2)[C:5]=1[O:12][CH3:13])=[O:15])[CH3:18]. The reactants are Br[C:2]1[C:11]2[C:6](=[CH:7][CH:8]=[CH:9][CH:10]=2)[C:5]([O:12][CH3:13])=[C:4]([C:14]([N:16]([CH2:19][CH3:20])[CH2:17][CH3:18])=[O:15])[CH:3]=1.[CH3:21][O:22][C:23]1[CH:28]=[CH:27][C:26](B(O)O)=[CH:25][CH:24]=1.C([O-])([O-])=O.[Na+].[Na+]. The yield is 0.990. The catalyst is C1C=CC([P]([Pd]([P](C2C=CC=CC=2)(C2C=CC=CC=2)C2C=CC=CC=2)([P](C2C=CC=CC=2)(C2C=CC=CC=2)C2C=CC=CC=2)[P](C2C=CC=CC=2)(C2C=CC=CC=2)C2C=CC=CC=2)(C2C=CC=CC=2)C2C=CC=CC=2)=CC=1.C1(C)C=CC=CC=1. (4) The reactants are C([O:5][C:6]([CH:8]1[CH:12]([C:13]2[CH:18]=[CH:17][CH:16]=[C:15]([Cl:19])[C:14]=2[F:20])[C:11]([C:23]2[CH:28]=[CH:27][C:26]([Br:29])=[CH:25][N:24]=2)([C:21]#[N:22])[CH:10]([CH2:30][C:31]([CH3:34])([CH3:33])[CH3:32])[NH:9]1)=[O:7])(C)(C)C.[F:35][C:36]([F:41])([F:40])[C:37]([OH:39])=[O:38]. The catalyst is ClCCl. The product is [F:35][C:36]([F:41])([F:40])[C:37]([OH:39])=[O:38].[Br:29][C:26]1[CH:27]=[CH:28][C:23]([C:11]2([C:21]#[N:22])[CH:10]([CH2:30][C:31]([CH3:32])([CH3:33])[CH3:34])[NH:9][CH:8]([C:6]([OH:7])=[O:5])[CH:12]2[C:13]2[CH:18]=[CH:17][CH:16]=[C:15]([Cl:19])[C:14]=2[F:20])=[N:24][CH:25]=1. The yield is 0.850.